From a dataset of Full USPTO retrosynthesis dataset with 1.9M reactions from patents (1976-2016). Predict the reactants needed to synthesize the given product. (1) Given the product [Cl:1][C:2]1[CH:3]=[CH:4][C:5]([CH3:14])=[C:6]([N:8]2[CH2:9][CH2:10][N:11]([CH2:16][CH2:17][N:18]3[C:19](=[O:29])[CH2:20][C:21]4([CH2:25][CH2:24][CH2:23][CH2:22]4)[CH2:26][C:27]3=[O:28])[CH2:12][CH2:13]2)[CH:7]=1, predict the reactants needed to synthesize it. The reactants are: [Cl:1][C:2]1[CH:3]=[CH:4][C:5]([CH3:14])=[C:6]([N:8]2[CH2:13][CH2:12][NH:11][CH2:10][CH2:9]2)[CH:7]=1.Cl[CH2:16][CH2:17][N:18]1[C:27](=[O:28])[CH2:26][C:21]2([CH2:25][CH2:24][CH2:23][CH2:22]2)[CH2:20][C:19]1=[O:29]. (2) Given the product [Br:10][C:11]1[CH:16]=[CH:15][CH:14]=[CH:13][C:12]=1[O:17][C:2]1[CH:9]=[CH:8][C:5]([CH:6]=[O:7])=[CH:4][CH:3]=1, predict the reactants needed to synthesize it. The reactants are: F[C:2]1[CH:9]=[CH:8][C:5]([CH:6]=[O:7])=[CH:4][CH:3]=1.[Br:10][C:11]1[CH:16]=[CH:15][CH:14]=[CH:13][C:12]=1[OH:17].C(=O)([O-])[O-].[K+].[K+].CN(C)C(=O)C. (3) Given the product [Br:15][C:16]1[CH:23]=[CH:22][CH:21]=[C:20]([N:5]2[C:6](=[O:14])[C:7]3[S:8][C:9]4[CH2:10][CH2:11][CH2:12][CH2:13][C:1]=4[C:2]=3[CH:3]=[N:4]2)[C:17]=1[CH:18]=[O:19], predict the reactants needed to synthesize it. The reactants are: [C:1]12[CH2:13][CH2:12][CH2:11][CH2:10][C:9]=1[S:8][C:7]1[C:6](=[O:14])[NH:5][N:4]=[CH:3][C:2]2=1.[Br:15][C:16]1[CH:23]=[CH:22][CH:21]=[C:20](Br)[C:17]=1[CH:18]=[O:19].N(CC(O)=O)C.C([O-])([O-])=O.[K+].[K+]. (4) Given the product [CH2:1]([C:9]1[O:10][C:11]2[CH:17]=[CH:16][C:15]([B:21]([OH:22])[OH:20])=[CH:14][C:12]=2[CH:13]=1)[CH2:2][CH2:3][CH2:4][CH2:5][CH2:6][CH2:7][CH3:8], predict the reactants needed to synthesize it. The reactants are: [CH2:1]([C:9]1[O:10][C:11]2[CH:17]=[CH:16][C:15](Br)=[CH:14][C:12]=2[CH:13]=1)[CH2:2][CH2:3][CH2:4][CH2:5][CH2:6][CH2:7][CH3:8].C[O:20][B:21](OC)[O:22]C.Cl.